Dataset: CYP3A4 inhibition data for predicting drug metabolism from PubChem BioAssay. Task: Regression/Classification. Given a drug SMILES string, predict its absorption, distribution, metabolism, or excretion properties. Task type varies by dataset: regression for continuous measurements (e.g., permeability, clearance, half-life) or binary classification for categorical outcomes (e.g., BBB penetration, CYP inhibition). Dataset: cyp3a4_veith. The drug is O=C(O)C1CCN(c2ncccn2)CC1. The result is 0 (non-inhibitor).